Task: Regression. Given a peptide amino acid sequence and an MHC pseudo amino acid sequence, predict their binding affinity value. This is MHC class I binding data.. Dataset: Peptide-MHC class I binding affinity with 185,985 pairs from IEDB/IMGT (1) The peptide sequence is SLVSSLWSMI. The MHC is HLA-B08:01 with pseudo-sequence HLA-B08:01. The binding affinity (normalized) is 0.121. (2) The peptide sequence is ERSWNSGYDW. The MHC is HLA-B44:02 with pseudo-sequence HLA-B44:02. The binding affinity (normalized) is 0.376. (3) The peptide sequence is VFFKQWFEK. The MHC is HLA-A31:01 with pseudo-sequence HLA-A31:01. The binding affinity (normalized) is 0.613. (4) The peptide sequence is ERYFRIHSL. The MHC is HLA-B54:01 with pseudo-sequence HLA-B54:01. The binding affinity (normalized) is 0.0929. (5) The peptide sequence is AEVAELYRL. The MHC is Mamu-B01 with pseudo-sequence Mamu-B01. The binding affinity (normalized) is 0.0992. (6) The peptide sequence is AAPAPAPSW. The binding affinity (normalized) is 0.733. The MHC is HLA-B15:17 with pseudo-sequence HLA-B15:17. (7) The peptide sequence is EVKSLFNTV. The MHC is HLA-B07:02 with pseudo-sequence HLA-B07:02. The binding affinity (normalized) is 0.0847.